Predict the reaction yield, written as a fraction of the theoretical maximum amount of product (1.0 means a 100% yield; for example, 0.34 means a 34% yield). From a dataset of Reaction yield outcomes from USPTO patents with 853,638 reactions. The reactants are [Br:1][C:2]1[CH:3]=[C:4]([CH2:8][O:9][CH2:10][C:11]2([C:24]3[CH:29]=[CH:28][CH:27]=[CH:26][CH:25]=3)[CH2:16][CH2:15][N:14](C(OC(C)(C)C)=O)[CH2:13][CH2:12]2)[CH:5]=[N:6][CH:7]=1.C(O)(C(F)(F)F)=O. The catalyst is C(Cl)Cl. The product is [Br:1][C:2]1[CH:7]=[N:6][CH:5]=[C:4]([CH2:8][O:9][CH2:10][C:11]2([C:24]3[CH:25]=[CH:26][CH:27]=[CH:28][CH:29]=3)[CH2:12][CH2:13][NH:14][CH2:15][CH2:16]2)[CH:3]=1. The yield is 0.920.